From a dataset of Full USPTO retrosynthesis dataset with 1.9M reactions from patents (1976-2016). Predict the reactants needed to synthesize the given product. (1) Given the product [NH2:1][C:2]1[N:7]=[CH:6][N:5]=[C:4]2[N:8]([C@@H:12]3[CH2:17][CH2:16][CH2:15][N:14]([C:18]([O:20][C:21]([CH3:24])([CH3:23])[CH3:22])=[O:19])[CH2:13]3)[N:9]=[C:10]([C:32]3[CH:31]=[CH:30][C:29]([O:28][C:27]4[CH:38]=[CH:39][CH:40]=[CH:41][C:26]=4[F:25])=[CH:34][CH:33]=3)[C:3]=12, predict the reactants needed to synthesize it. The reactants are: [NH2:1][C:2]1[N:7]=[CH:6][N:5]=[C:4]2[N:8]([C@@H:12]3[CH2:17][CH2:16][CH2:15][N:14]([C:18]([O:20][C:21]([CH3:24])([CH3:23])[CH3:22])=[O:19])[CH2:13]3)[N:9]=[C:10](I)[C:3]=12.[F:25][C:26]1[CH:41]=[CH:40][CH:39]=[CH:38][C:27]=1[O:28][C:29]1[CH:34]=[CH:33][C:32](B(O)O)=[CH:31][CH:30]=1.C(=O)([O-])[O-].[Na+].[Na+]. (2) Given the product [CH2:3]([NH:4][CH:5]1[C:13]2[C:8](=[CH:9][CH:10]=[CH:11][CH:12]=2)[CH2:7][CH2:6]1)[C:2]#[CH:1], predict the reactants needed to synthesize it. The reactants are: [CH:1]#[C:2][CH2:3][NH:4][C@H:5]1[C:13]2[C:8](=[CH:9][CH:10]=[CH:11][CH:12]=2)[CH2:7][CH2:6]1.Cl.[OH-].[Na+].